Dataset: Catalyst prediction with 721,799 reactions and 888 catalyst types from USPTO. Task: Predict which catalyst facilitates the given reaction. (1) Reactant: Br[C:2]1[N:10]=[CH:9][N:8]=[C:7]2[C:3]=1[N:4]=[CH:5][NH:6]2.[NH2:11][CH:12]([C:14]1[C:23]([N:24]2[CH2:29][CH2:28][CH2:27][C@H:26]([OH:30])[CH2:25]2)=[C:22]2[C:17]([CH:18]=[CH:19][CH:20]=[N:21]2)=[C:16]([Cl:31])[CH:15]=1)[CH3:13].C(N(CC)C(C)C)(C)C. Product: [Cl:31][C:16]1[CH:15]=[C:14]([CH:12]([NH:11][C:2]2[N:10]=[CH:9][N:8]=[C:7]3[C:3]=2[N:4]=[CH:5][NH:6]3)[CH3:13])[C:23]([N:24]2[CH2:29][CH2:28][CH2:27][C@H:26]([OH:30])[CH2:25]2)=[C:22]2[C:17]=1[CH:18]=[CH:19][CH:20]=[N:21]2. The catalyst class is: 8. (2) Reactant: Br[C:2]1[C:3]([O:12][CH3:13])=[C:4]([CH:9]=[CH:10][CH:11]=1)[C:5]([O:7][CH3:8])=[O:6].[Cl:14][C:15]1[CH:20]=[CH:19][C:18](B(O)O)=[CH:17][CH:16]=1.C([O-])([O-])=O.[K+].[K+]. Product: [Cl:14][C:15]1[CH:20]=[CH:19][C:18]([C:2]2[CH:11]=[CH:10][CH:9]=[C:4]([C:5]([O:7][CH3:8])=[O:6])[C:3]=2[O:12][CH3:13])=[CH:17][CH:16]=1. The catalyst class is: 11.